From a dataset of Forward reaction prediction with 1.9M reactions from USPTO patents (1976-2016). Predict the product of the given reaction. Given the reactants [H-].[H-].[H-].[H-].[Li+].[Al+3].[Cl:7][C:8]1[CH:13]=[CH:12][C:11]([C@H:14]([CH3:19])[CH2:15][C:16](O)=[O:17])=[CH:10][CH:9]=1.O, predict the reaction product. The product is: [Cl:7][C:8]1[CH:9]=[CH:10][C:11]([C@H:14]([CH3:19])[CH2:15][CH2:16][OH:17])=[CH:12][CH:13]=1.